From a dataset of Reaction yield outcomes from USPTO patents with 853,638 reactions. Predict the reaction yield, written as a fraction of the theoretical maximum amount of product (1.0 means a 100% yield; for example, 0.34 means a 34% yield). (1) The reactants are Cl[C:2]1[CH:7]=[CH:6][N+:5]([O-:8])=[CH:4][CH:3]=1.[F:9][C:10]([F:21])([F:20])[C:11]1[CH:16]=[CH:15][C:14](B(O)O)=[CH:13][CH:12]=1.C([O-])([O-])=O.[K+].[K+]. The catalyst is CS(C)=O.C1C=CC(P(C2C=CC=CC=2)[C-]2C=CC=C2)=CC=1.C1C=CC(P(C2C=CC=CC=2)[C-]2C=CC=C2)=CC=1.Cl[Pd]Cl.[Fe+2]. The product is [F:9][C:10]([F:21])([F:20])[C:11]1[CH:16]=[CH:15][C:14]([C:2]2[CH:7]=[CH:6][N+:5]([O-:8])=[CH:4][CH:3]=2)=[CH:13][CH:12]=1. The yield is 0.340. (2) The reactants are [CH:1]([C:3]1[CH:11]=[CH:10][C:6]([C:7](O)=[O:8])=[CH:5][CH:4]=1)=[O:2].S(Cl)(Cl)=O.[CH3:16][NH:17][CH3:18].O. The yield is 0.530. The catalyst is C(Cl)Cl.CN(C=O)C. The product is [CH:1]([C:3]1[CH:11]=[CH:10][C:6]([C:7]([N:17]([CH3:18])[CH3:16])=[O:8])=[CH:5][CH:4]=1)=[O:2]. (3) The reactants are [S:1]1[C:5]2[CH:6]=[CH:7][CH:8]=[CH:9][C:4]=2[N:3]=[C:2]1[NH2:10].Cl.Cl[CH2:13][CH2:14][N:15]1[CH2:20][CH2:19][O:18][CH2:17][CH2:16]1.C(N(CC)CC)C. No catalyst specified. The product is [N:15]1([CH2:14][CH2:13][N:3]2[C:4]3[CH:9]=[CH:8][CH:7]=[CH:6][C:5]=3[S:1][C:2]2=[NH:10])[CH2:20][CH2:19][O:18][CH2:17][CH2:16]1. The yield is 0.260.